From a dataset of Forward reaction prediction with 1.9M reactions from USPTO patents (1976-2016). Predict the product of the given reaction. Given the reactants Cl.C[O:3][C:4]([C:8]1[S:9][CH:10]=[C:11]([CH2:13][OH:14])[N:12]=1)(OC)[CH3:5], predict the reaction product. The product is: [OH:14][CH2:13][C:11]1[N:12]=[C:8]([C:4](=[O:3])[CH3:5])[S:9][CH:10]=1.